Dataset: Catalyst prediction with 721,799 reactions and 888 catalyst types from USPTO. Task: Predict which catalyst facilitates the given reaction. (1) Reactant: [N+:1]([C:4]1[CH:5]=[C:6]([C:13]([NH2:15])=[O:14])[CH:7]=[C:8]([CH:12]=1)[C:9]([NH2:11])=[O:10])([O-])=O. Product: [NH2:1][C:4]1[CH:5]=[C:6]([C:13]([NH2:15])=[O:14])[CH:7]=[C:8]([CH:12]=1)[C:9]([NH2:11])=[O:10]. The catalyst class is: 19. (2) Reactant: C([BH3-])#N.[Na+].[Br:5][C:6]1[CH:7]=[CH:8][C:9]([F:34])=[C:10]([C:12]2([CH3:33])[CH2:17][C:16]3([CH2:22][CH2:21][CH2:20][CH2:19][CH:18]3I)[S:15][C:14]([NH:24][C:25](=[O:32])[C:26]3[CH:31]=[CH:30][CH:29]=[CH:28][CH:27]=3)=[N:13]2)[CH:11]=1.CC(O)=O. The catalyst class is: 5. Product: [Br:5][C:6]1[CH:7]=[CH:8][C:9]([F:34])=[C:10]([C:12]2([CH3:33])[CH2:17][C:16]3([CH2:22][CH2:21][CH2:20][CH2:19][CH2:18]3)[S:15][C:14]([NH:24][C:25](=[O:32])[C:26]3[CH:27]=[CH:28][CH:29]=[CH:30][CH:31]=3)=[N:13]2)[CH:11]=1. (3) Reactant: Cl[C:2]1[N:3]=[N:4][C:5]([C:8]2[CH:13]=[CH:12][CH:11]=[C:10]([C:14]3[N:19]=[N:18][C:17](Cl)=[CH:16][CH:15]=3)[N:9]=2)=[CH:6][CH:7]=1. Product: [N:18]1[CH:17]=[CH:16][CH:15]=[C:14]([C:10]2[CH:11]=[CH:12][CH:13]=[C:8]([C:5]3[N:4]=[N:3][CH:2]=[CH:7][CH:6]=3)[N:9]=2)[N:19]=1. The catalyst class is: 29. (4) Reactant: [F:1][C:2]1[C:10]([O:11][CH3:12])=[CH:9][CH:8]=[C:7]2[C:3]=1[CH2:4][CH2:5][C:6]2([C:24](=[O:26])[CH3:25])[CH2:13][C:14]1[CH:15]=[N:16][C:17]([C:20]([F:23])([F:22])[F:21])=[CH:18][CH:19]=1.Cl[Si](C)(C)C.[Br-:32].[Br-].[Br-].C1([N+](C)(C)C)C=CC=CC=1.C1([N+](C)(C)C)C=CC=CC=1.C1([N+](C)(C)C)C=CC=CC=1. Product: [Br:32][CH2:25][C:24]([C:6]1([CH2:13][C:14]2[CH:15]=[N:16][C:17]([C:20]([F:22])([F:23])[F:21])=[CH:18][CH:19]=2)[C:7]2[C:3](=[C:2]([F:1])[C:10]([O:11][CH3:12])=[CH:9][CH:8]=2)[CH2:4][CH2:5]1)=[O:26]. The catalyst class is: 1. (5) The catalyst class is: 3. Product: [Cl:16][C:17]1[N:22]=[C:21]([NH:1][CH:2]2[CH2:3][C:4]3([CH2:7][N:6]([C:8]([O:10][C:11]([CH3:12])([CH3:14])[CH3:13])=[O:9])[CH2:5]3)[CH2:15]2)[C:20]([F:24])=[CH:19][N:18]=1. Reactant: [NH2:1][CH:2]1[CH2:15][C:4]2([CH2:7][N:6]([C:8]([O:10][C:11]([CH3:14])([CH3:13])[CH3:12])=[O:9])[CH2:5]2)[CH2:3]1.[Cl:16][C:17]1[N:22]=[C:21](Cl)[C:20]([F:24])=[CH:19][N:18]=1.C([O-])([O-])=O.[K+].[K+].